This data is from Full USPTO retrosynthesis dataset with 1.9M reactions from patents (1976-2016). The task is: Predict the reactants needed to synthesize the given product. (1) Given the product [CH3:1][S:2]([O:24][CH2:23][CH2:22][CH2:21][C:18]1[CH:19]=[CH:20][C:15]([C:12]2[CH:13]=[CH:14][C:9]([O:8][CH2:6][CH3:7])=[C:10]([F:26])[C:11]=2[F:25])=[CH:16][CH:17]=1)(=[O:4])=[O:3], predict the reactants needed to synthesize it. The reactants are: [CH3:1][S:2](Cl)(=[O:4])=[O:3].[CH2:6]([O:8][C:9]1[CH:14]=[CH:13][C:12]([C:15]2[CH:20]=[CH:19][C:18]([CH2:21][CH2:22][CH2:23][OH:24])=[CH:17][CH:16]=2)=[C:11]([F:25])[C:10]=1[F:26])[CH3:7].C(N(CC)CC)C. (2) Given the product [CH2:12]([C:9]1[S:8][C:4]2[N:5]=[CH:6][N:7]=[C:2]([O:14][C@H:15]([CH2:21][C:22]3[CH:27]=[CH:26][CH:25]=[CH:24][C:23]=3[O:28][CH3:29])[C:16]([O:18][CH2:19][CH3:20])=[O:17])[C:3]=2[C:10]=1[I:11])[CH3:13], predict the reactants needed to synthesize it. The reactants are: Cl[C:2]1[C:3]2[C:10]([I:11])=[C:9]([CH2:12][CH3:13])[S:8][C:4]=2[N:5]=[CH:6][N:7]=1.[OH:14][C@H:15]([CH2:21][C:22]1[CH:27]=[CH:26][CH:25]=[CH:24][C:23]=1[O:28][CH3:29])[C:16]([O:18][CH2:19][CH3:20])=[O:17].C([O-])([O-])=O.[Cs+].[Cs+].Cl. (3) Given the product [NH2:24][C:21]1[CH:22]=[CH:23][C:18]([O:17][C:16]2[CH:15]=[CH:14][N:13]=[C:12]3[N:8]([CH2:7][C:6]4[CH:27]=[CH:28][C:3]([O:2][CH3:1])=[CH:4][CH:5]=4)[N:9]=[C:10]([N:32]4[CH2:33][CH2:34][CH2:35][N:29]([C:36]([O:38][C:39]([CH3:42])([CH3:41])[CH3:40])=[O:37])[CH2:30][CH2:31]4)[C:11]=23)=[C:19]([F:25])[CH:20]=1, predict the reactants needed to synthesize it. The reactants are: [CH3:1][O:2][C:3]1[CH:28]=[CH:27][C:6]([CH2:7][N:8]2[C:12]3=[N:13][CH:14]=[CH:15][C:16]([O:17][C:18]4[CH:23]=[CH:22][C:21]([NH2:24])=[CH:20][C:19]=4[F:25])=[C:11]3[C:10](I)=[N:9]2)=[CH:5][CH:4]=1.[N:29]1([C:36]([O:38][C:39]([CH3:42])([CH3:41])[CH3:40])=[O:37])[CH2:35][CH2:34][CH2:33][NH:32][CH2:31][CH2:30]1.N1CCC[C@H]1C(O)=O.C([O-])([O-])=O.[K+].[K+]. (4) Given the product [Br:19][C:20]1[N:21]=[CH:22][C:23]([NH:1][C:2]2[S:6][N:5]=[C:4]([CH3:7])[C:3]=2[C:8]([NH:10][C:11]2[CH:16]=[CH:15][C:14]([F:17])=[C:13]([F:18])[CH:12]=2)=[O:9])=[N:24][CH:25]=1, predict the reactants needed to synthesize it. The reactants are: [NH2:1][C:2]1[S:6][N:5]=[C:4]([CH3:7])[C:3]=1[C:8]([NH:10][C:11]1[CH:16]=[CH:15][C:14]([F:17])=[C:13]([F:18])[CH:12]=1)=[O:9].[Br:19][C:20]1[CH:25]=[N:24][C:23](Br)=[CH:22][N:21]=1.C(=O)([O-])[O-].[Cs+].[Cs+].CC1(C)C2C(=C(P(C3C=CC=CC=3)C3C=CC=CC=3)C=CC=2)OC2C(P(C3C=CC=CC=3)C3C=CC=CC=3)=CC=CC1=2. (5) The reactants are: C(OC(=O)[NH:7][CH2:8][C:9]1[NH:10][C:11]2[C:12]([N:24]=1)=[N:13][CH:14]=[C:15]([C:17]1[C:18]([CH3:23])=[N:19][O:20][C:21]=1[CH3:22])[CH:16]=2)(C)(C)C.[F:26][C:27]([F:32])([F:31])[C:28]([OH:30])=[O:29]. Given the product [F:26][C:27]([F:32])([F:31])[C:28]([O-:30])=[O:29].[CH3:23][C:18]1[C:17]([C:15]2[CH:16]=[C:11]3[NH:10][C:9]([CH2:8][NH3+:7])=[N:24][C:12]3=[N:13][CH:14]=2)=[C:21]([CH3:22])[O:20][N:19]=1, predict the reactants needed to synthesize it.